Dataset: Full USPTO retrosynthesis dataset with 1.9M reactions from patents (1976-2016). Task: Predict the reactants needed to synthesize the given product. Given the product [C:11]12([CH:21]3[CH2:25][CH2:24][CH2:23][N:22]3[C:6]3[CH:7]=[CH:8][CH:9]=[C:2]([Br:1])[C:3]=3[C:4]#[N:5])[CH2:20][CH:15]3[CH2:14][CH:13]([CH2:19][CH:17]([CH2:16]3)[CH2:18]1)[CH2:12]2, predict the reactants needed to synthesize it. The reactants are: [Br:1][C:2]1[CH:9]=[CH:8][CH:7]=[C:6](F)[C:3]=1[C:4]#[N:5].[C:11]12([CH:21]3[CH2:25][CH2:24][CH2:23][NH:22]3)[CH2:20][CH:15]3[CH2:16][CH:17]([CH2:19][CH:13]([CH2:14]3)[CH2:12]1)[CH2:18]2.C(=O)([O-])[O-].[K+].[K+].CS(C)=O.